From a dataset of Forward reaction prediction with 1.9M reactions from USPTO patents (1976-2016). Predict the product of the given reaction. (1) Given the reactants [CH3:1][N:2]([CH3:24])[C:3]1[CH:23]=[CH:22][C:6]([CH2:7][CH:8]2[C:17]3[C:12](=[CH:13][C:14]([O:20][CH3:21])=[C:15]([O:18][CH3:19])[CH:16]=3)[CH2:11][CH2:10][NH:9]2)=[CH:5][CH:4]=1.Br[CH2:26][C:27](Br)=[O:28].[NH2:30][CH:31]1[C:39]2[C:34](=[CH:35][CH:36]=[CH:37][CH:38]=2)[CH2:33][CH2:32]1, predict the reaction product. The product is: [CH3:24][N:2]([CH3:1])[C:3]1[CH:4]=[CH:5][C:6]([CH2:7][CH:8]2[C:17]3[C:12](=[CH:13][C:14]([O:20][CH3:21])=[C:15]([O:18][CH3:19])[CH:16]=3)[CH2:11][CH2:10][N:9]2[CH2:26][C:27]([NH:30][CH:31]2[C:39]3[C:34](=[CH:35][CH:36]=[CH:37][CH:38]=3)[CH2:33][CH2:32]2)=[O:28])=[CH:22][CH:23]=1. (2) Given the reactants C(N(CC)CC)C.[C:8]([NH:11][NH2:12])(=[O:10])[CH3:9].[CH2:13]([NH:15][C:16](=[O:42])[NH:17][C:18]1[N:23]=[CH:22][C:21]([C:24]2[CH:25]=[N:26][CH:27]=[C:28]([C:30](O)=[O:31])[CH:29]=2)=[C:20]([C:33]2[S:34][CH:35]=[C:36]([C:38]([F:41])([F:40])[F:39])[N:37]=2)[CH:19]=1)[CH3:14].CN(C(ON1N=NC2C=CC=NC1=2)=[N+](C)C)C.F[P-](F)(F)(F)(F)F, predict the reaction product. The product is: [C:8]([NH:11][NH:12][C:30]([C:28]1[CH:29]=[C:24]([C:21]2[CH:22]=[N:23][C:18]([NH:17][C:16]([NH:15][CH2:13][CH3:14])=[O:42])=[CH:19][C:20]=2[C:33]2[S:34][CH:35]=[C:36]([C:38]([F:39])([F:41])[F:40])[N:37]=2)[CH:25]=[N:26][CH:27]=1)=[O:31])(=[O:10])[CH3:9].